From a dataset of Full USPTO retrosynthesis dataset with 1.9M reactions from patents (1976-2016). Predict the reactants needed to synthesize the given product. (1) Given the product [OH:15][C:14]1[C:13]2[C:8](=[CH:9][CH:10]=[CH:11][CH:12]=2)[S:7][C:6](=[O:16])[C:5]=1[C:3]([NH:17][C@@H:18]([CH3:19])[C:20]([OH:22])=[O:21])=[O:4], predict the reactants needed to synthesize it. The reactants are: CO[C:3]([C:5]1[C:6](=[O:16])[S:7][C:8]2[C:13]([C:14]=1[OH:15])=[CH:12][CH:11]=[CH:10][CH:9]=2)=[O:4].[NH2:17][C@H:18]([C:20]([OH:22])=[O:21])[CH3:19].C[O-].[Na+]. (2) Given the product [NH2:1][C:2]1[N:7]=[C:6]([C:8]2[CH:16]=[CH:15][C:11]3[O:12][CH2:13][O:14][C:10]=3[CH:9]=2)[C:5]([C:17]#[N:18])=[C:4]([NH:32][CH2:31][CH2:30][CH2:29][C:23]2[CH:28]=[CH:27][CH:26]=[CH:25][CH:24]=2)[N:3]=1, predict the reactants needed to synthesize it. The reactants are: [NH2:1][C:2]1[N:7]=[C:6]([C:8]2[CH:16]=[CH:15][C:11]3[O:12][CH2:13][O:14][C:10]=3[CH:9]=2)[C:5]([C:17]#[N:18])=[C:4](S(C)(=O)=O)[N:3]=1.[C:23]1([CH2:29][CH2:30][CH2:31][NH2:32])[CH:28]=[CH:27][CH:26]=[CH:25][CH:24]=1.